Dataset: Reaction yield outcomes from USPTO patents with 853,638 reactions. Task: Predict the reaction yield, written as a fraction of the theoretical maximum amount of product (1.0 means a 100% yield; for example, 0.34 means a 34% yield). (1) The product is [Cl:1][C:2]1[CH:3]=[C:4]2[C:13](=[C:14]3[C:19]=1[CH:18]=[CH:17][CH:16]=[N:15]3)[NH:12][S:11](=[O:21])(=[O:20])[C:10]1[C:5]2=[CH:6][C:7]([N:27]2[CH2:28][CH2:29][CH:24]([OH:23])[CH2:25][CH2:26]2)=[CH:8][CH:9]=1. The yield is 0.480. The reactants are [Cl:1][C:2]1[CH:3]=[C:4]2[C:13](=[C:14]3[C:19]=1[CH:18]=[CH:17][CH:16]=[N:15]3)[NH:12][S:11](=[O:21])(=[O:20])[C:10]1[C:5]2=[CH:6][C:7](F)=[CH:8][CH:9]=1.[OH:23][CH:24]1[CH2:29][CH2:28][NH:27][CH2:26][CH2:25]1. The catalyst is CN1C(=O)CCC1. (2) The product is [Cl:22][C:20]1[CH:19]=[CH:18][C:17]([CH3:23])=[C:16]([C:11]2[N:12]=[C:13]([CH3:24])[N:14]=[C:9]([NH2:8])[N:10]=2)[CH:21]=1. The reactants are BrC1C=CC([NH:8][C:9]2[N:14]=[C:13](Cl)[N:12]=[C:11]([C:16]3[CH:21]=[C:20]([Cl:22])[CH:19]=[CH:18][C:17]=3[CH3:23])[N:10]=2)=CC=1.[CH3:24][Mg]Br. The yield is 0.320. The catalyst is O1CCCC1. (3) The reactants are [OH-].[Na+].C([O:5][C:6](=[O:37])[CH2:7][CH2:8][C:9]1[CH:14]=[CH:13][C:12]([O:15][CH2:16][CH2:17][CH:18]([O:20][C:21]2[CH:26]=[CH:25][C:24]([CH2:27][CH3:28])=[CH:23][C:22]=2[C:29]2[CH:34]=[CH:33][CH:32]=[CH:31][N:30]=2)[CH3:19])=[CH:11][C:10]=1[CH2:35][CH3:36])C.Cl. The catalyst is C(O)C. The product is [CH2:35]([C:10]1[CH:11]=[C:12]([O:15][CH2:16][CH2:17][CH:18]([O:20][C:21]2[CH:26]=[CH:25][C:24]([CH2:27][CH3:28])=[CH:23][C:22]=2[C:29]2[CH:34]=[CH:33][CH:32]=[CH:31][N:30]=2)[CH3:19])[CH:13]=[CH:14][C:9]=1[CH2:8][CH2:7][C:6]([OH:37])=[O:5])[CH3:36]. The yield is 0.820. (4) The reactants are O.[SH-:2].[Na+].[CH2:4]([N:11]1[C:16](=[O:17])[CH:15]=[C:14](Cl)[NH:13][C:12]1=[O:19])[C:5]1[CH:10]=[CH:9][CH:8]=[CH:7][CH:6]=1.[CH3:20][O:21][CH:22]([O:25][CH3:26])[CH2:23]Br. The catalyst is CN(C)C=O. The product is [CH2:4]([N:11]1[C:16](=[O:17])[CH:15]=[C:14]([S:2][CH2:23][CH:22]([O:25][CH3:26])[O:21][CH3:20])[NH:13][C:12]1=[O:19])[C:5]1[CH:10]=[CH:9][CH:8]=[CH:7][CH:6]=1. The yield is 0.448. (5) The product is [NH2:1][C:2]1[N:7]=[C:6]([C:8]([O:10][CH3:16])=[O:9])[CH:5]=[CH:4][CH:3]=1. The reactants are [NH2:1][C:2]1[N:7]=[C:6]([C:8]([OH:10])=[O:9])[CH:5]=[CH:4][CH:3]=1.S(=O)(=O)(O)O.[CH3:16]O. The yield is 0.710. No catalyst specified. (6) The reactants are [C:1]1([S:7]([C:10]([CH:19]2[CH2:31][C:22]3[NH:23][C:24]4[CH:25]=[CH:26][C:27]([Cl:30])=[CH:28][C:29]=4[C:21]=3[CH2:20]2)([F:18])[C:11]2[O:15][N:14]=[C:13]([CH2:16][NH2:17])[N:12]=2)(=[O:9])=[O:8])[CH:6]=[CH:5][CH:4]=[CH:3][CH:2]=1.CCN(C(C)C)C(C)C.[C:41](OC(=O)C)(=[O:43])[CH3:42]. The catalyst is C1COCC1. The product is [C:1]1([S:7]([C:10]([CH:19]2[CH2:31][C:22]3[NH:23][C:24]4[CH:25]=[CH:26][C:27]([Cl:30])=[CH:28][C:29]=4[C:21]=3[CH2:20]2)([F:18])[C:11]2[O:15][N:14]=[C:13]([CH2:16][NH:17][C:41](=[O:43])[CH3:42])[N:12]=2)(=[O:9])=[O:8])[CH:2]=[CH:3][CH:4]=[CH:5][CH:6]=1. The yield is 0.480.